Dataset: Catalyst prediction with 721,799 reactions and 888 catalyst types from USPTO. Task: Predict which catalyst facilitates the given reaction. (1) Reactant: [Br:1][CH2:2][C@@H:3]1[CH2:5][C@:4]1([C:9]1[CH:14]=[CH:13][C:12]([Cl:15])=[C:11]([Cl:16])[CH:10]=1)[C:6]([OH:8])=[O:7].S(Cl)(Cl)=O.[CH3:21]O. The catalyst class is: 11. Product: [CH3:21][O:7][C:6]([C@@:4]1([C:9]2[CH:14]=[CH:13][C:12]([Cl:15])=[C:11]([Cl:16])[CH:10]=2)[CH2:5][C@H:3]1[CH2:2][Br:1])=[O:8]. (2) Reactant: [C:1]([O:5][C:6]([NH:8][CH2:9][C:10]1[C:11]([C:26]2[CH:31]=[CH:30][C:29]([CH3:32])=[CH:28][CH:27]=2)=[C:12]([CH2:22][C:23]([OH:25])=[O:24])[C:13]([CH3:21])=[N:14][C:15]=1[CH2:16][C:17]([CH3:20])([CH3:19])[CH3:18])=[O:7])([CH3:4])([CH3:3])[CH3:2].C(N(CC)CC)C.ClC1C=C(Cl)C=C(Cl)C=1C(Cl)=O.O[CH2:53][C:54]1[CH:71]=[CH:70][C:57]([C:58]([O:60][CH2:61][C:62](=[O:69])[C:63]2[CH:68]=[CH:67][CH:66]=[CH:65][CH:64]=2)=[O:59])=[CH:56][CH:55]=1. Product: [C:1]([O:5][C:6]([NH:8][CH2:9][C:10]1[C:11]([C:26]2[CH:27]=[CH:28][C:29]([CH3:32])=[CH:30][CH:31]=2)=[C:12]([CH2:22][C:23]([O:25][CH2:53][C:54]2[CH:55]=[CH:56][C:57]([C:58]([O:60][CH2:61][C:62](=[O:69])[C:63]3[CH:64]=[CH:65][CH:66]=[CH:67][CH:68]=3)=[O:59])=[CH:70][CH:71]=2)=[O:24])[C:13]([CH3:21])=[N:14][C:15]=1[CH2:16][C:17]([CH3:18])([CH3:19])[CH3:20])=[O:7])([CH3:2])([CH3:3])[CH3:4]. The catalyst class is: 453.